The task is: Regression. Given a peptide amino acid sequence and an MHC pseudo amino acid sequence, predict their binding affinity value. This is MHC class I binding data.. This data is from Peptide-MHC class I binding affinity with 185,985 pairs from IEDB/IMGT. (1) The MHC is HLA-C04:01 with pseudo-sequence HLA-C04:01. The peptide sequence is MVFQHFHLF. The binding affinity (normalized) is 0.213. (2) The peptide sequence is KGAVDLSHFL. The MHC is HLA-A26:01 with pseudo-sequence HLA-A26:01. The binding affinity (normalized) is 0. (3) The peptide sequence is TEVMPVSMA. The MHC is HLA-B44:03 with pseudo-sequence HLA-B44:03. The binding affinity (normalized) is 0.237.